From a dataset of HIV replication inhibition screening data with 41,000+ compounds from the AIDS Antiviral Screen. Binary Classification. Given a drug SMILES string, predict its activity (active/inactive) in a high-throughput screening assay against a specified biological target. The molecule is COc1cc2c(cc1O)C1Cc3cc(O)c(OC)cc3C(C2)N1C. The result is 0 (inactive).